Dataset: Reaction yield outcomes from USPTO patents with 853,638 reactions. Task: Predict the reaction yield, written as a fraction of the theoretical maximum amount of product (1.0 means a 100% yield; for example, 0.34 means a 34% yield). The reactants are NC1C=CC(OC)=CC=1C(O)=O.[OH:13][C:14]1[C:23]2[C:18](=[CH:19][CH:20]=[C:21]([CH:24]=[CH:25][C:26]([O:28][CH3:29])=[O:27])[CH:22]=2)[N:17]=[C:16]([C:30]2[CH:31]=[N:32][CH:33]=[CH:34][CH:35]=2)[N:15]=1. No catalyst specified. The product is [OH:13][C:14]1[C:23]2[C:18](=[CH:19][CH:20]=[C:21]([CH2:24][CH2:25][C:26]([O:28][CH3:29])=[O:27])[CH:22]=2)[N:17]=[C:16]([C:30]2[CH:31]=[N:32][CH:33]=[CH:34][CH:35]=2)[N:15]=1. The yield is 1.00.